This data is from Catalyst prediction with 721,799 reactions and 888 catalyst types from USPTO. The task is: Predict which catalyst facilitates the given reaction. (1) Reactant: [C:1]1([C:7]2[CH:16]=[CH:15][CH:14]=[C:13]3[C:8]=2[C:9]([NH:27][CH2:28][C:29]2[CH:34]=[CH:33][CH:32]=[CH:31][N:30]=2)=[N:10][C:11]([C:17]2[CH:18]=[C:19]([CH:23]([CH3:26])[C:24]#N)[CH:20]=[N:21][CH:22]=2)=[N:12]3)[CH:6]=[CH:5][CH:4]=[CH:3][CH:2]=1.[OH-:35].[Na+].[OH2:37].Cl. Product: [C:1]1([C:7]2[CH:16]=[CH:15][CH:14]=[C:13]3[C:8]=2[C:9]([NH:27][CH2:28][C:29]2[CH:34]=[CH:33][CH:32]=[CH:31][N:30]=2)=[N:10][C:11]([C:17]2[CH:18]=[C:19]([CH:23]([CH3:26])[C:24]([OH:37])=[O:35])[CH:20]=[N:21][CH:22]=2)=[N:12]3)[CH:6]=[CH:5][CH:4]=[CH:3][CH:2]=1. The catalyst class is: 40. (2) Reactant: [C:1]1([C:7]2[N:8]=[CH:9][NH:10][C:11]=2[C:12]2[CH:17]=[CH:16][CH:15]=[CH:14][CH:13]=2)[CH:6]=[CH:5][CH:4]=[CH:3][CH:2]=1.[F:18][C:19]1[C:24]([B:25]([C:37]2[C:42]([F:43])=[C:41]([F:44])[C:40]([F:45])=[C:39]([F:46])[C:38]=2[F:47])[C:26]2[C:31]([F:32])=[C:30]([F:33])[C:29]([F:34])=[C:28]([F:35])[C:27]=2[F:36])=[C:23]([F:48])[C:22]([F:49])=[C:21]([F:50])[C:20]=1[F:51].[CH2:52]([N:70]([CH2:72][CH2:73][CH2:74][CH2:75][CH2:76][CH2:77][CH2:78][CH2:79][CH2:80][CH2:81][CH2:82][CH2:83][CH2:84][CH2:85][CH2:86][CH2:87][CH2:88][CH3:89])[CH3:71])[CH2:53][CH2:54][CH2:55][CH2:56][CH2:57][CH2:58][CH2:59][CH2:60][CH2:61][CH2:62][CH2:63][CH2:64][CH2:65][CH2:66][CH2:67][CH2:68][CH3:69]. Product: [F:43][C:42]1[C:37]([B:25]([C:24]2[C:19]([F:18])=[C:20]([F:51])[C:21]([F:50])=[C:22]([F:49])[C:23]=2[F:48])[C:26]2[C:27]([F:36])=[C:28]([F:35])[C:29]([F:34])=[C:30]([F:33])[C:31]=2[F:32])=[C:38]([F:47])[C:39]([F:46])=[C:40]([F:45])[C:41]=1[F:44].[F:43][C:42]1[C:37]([B:25]([C:24]2[C:19]([F:18])=[C:20]([F:51])[C:21]([F:50])=[C:22]([F:49])[C:23]=2[F:48])[C:26]2[C:27]([F:36])=[C:28]([F:35])[C:29]([F:34])=[C:30]([F:33])[C:31]=2[F:32])=[C:38]([F:47])[C:39]([F:46])=[C:40]([F:45])[C:41]=1[F:44].[CH2:72]([NH+:70]([CH2:52][CH2:53][CH2:54][CH2:55][CH2:56][CH2:57][CH2:58][CH2:59][CH2:60][CH2:61][CH2:62][CH2:63][CH2:64][CH2:65][CH2:66][CH2:67][CH2:68][CH3:69])[CH3:71])[CH2:73][CH2:74][CH2:75][CH2:76][CH2:77][CH2:78][CH2:79][CH2:80][CH2:81][CH2:82][CH2:83][CH2:84][CH2:85][CH2:86][CH2:87][CH2:88][CH3:89].[C:1]1([C:7]2[N:8]=[CH:9][N-:10][C:11]=2[C:12]2[CH:13]=[CH:14][CH:15]=[CH:16][CH:17]=2)[CH:6]=[CH:5][CH:4]=[CH:3][CH:2]=1. The catalyst class is: 11. (3) Reactant: [CH2:1]([O:3][C:4]1[CH:5]=[N:6][C:7]([C:10]2[CH:15]=[CH:14][CH:13]=[C:12](B3OC(C)(C)C(C)(C)O3)[CH:11]=2)=[N:8][CH:9]=1)[CH3:2].[CH3:25][N:26]1[CH:30]=[C:29]([N:31]2[CH:36]=[CH:35][C:34](=[O:37])[C:33]([C:38](=[O:54])C3C=CC=C(B4OC(C)(C)C(C)(C)O4)C=3)=[N:32]2)[CH:28]=[N:27]1.C(Cl)Cl.C([O-])([O-])=O.[Na+].[Na+]. Product: [CH2:1]([O:3][C:4]1[CH:9]=[N:8][C:7]([C:10]2[CH:11]=[C:12]([CH:13]=[CH:14][CH:15]=2)[C:38]([C:33]2[C:34](=[O:37])[CH:35]=[CH:36][N:31]([C:29]3[CH:28]=[N:27][N:26]([CH3:25])[CH:30]=3)[N:32]=2)=[O:54])=[N:6][CH:5]=1)[CH3:2]. The catalyst class is: 75.